The task is: Predict the reactants needed to synthesize the given product.. This data is from Full USPTO retrosynthesis dataset with 1.9M reactions from patents (1976-2016). (1) Given the product [CH2:32]([O:31][C:29]([N:25]1[CH2:26][CH2:27][CH:22]([O:21][C:20]2[N:19]=[CH:18][N:17]=[C:16]3[N:12]([C:9]4[CH:10]=[CH:11][C:6]([S:3]([CH3:2])(=[O:4])=[O:5])=[CH:7][CH:8]=4)[N:13]=[CH:14][C:15]=23)[CH2:23][CH2:24]1)=[O:30])[CH2:33][CH2:34][CH3:35], predict the reactants needed to synthesize it. The reactants are: Cl.[CH3:2][S:3]([C:6]1[CH:11]=[CH:10][C:9]([N:12]2[C:16]3=[N:17][CH:18]=[N:19][C:20]([O:21][CH:22]4[CH2:27][CH2:26][NH:25][CH2:24][CH2:23]4)=[C:15]3[CH:14]=[N:13]2)=[CH:8][CH:7]=1)(=[O:5])=[O:4].Cl[C:29]([O:31][CH2:32][CH2:33][CH2:34][CH3:35])=[O:30].C(N(CC)CC)C. (2) The reactants are: [CH:1]1([C:4]2[CH:5]=[CH:6][C:7]([C:15]([OH:17])=O)=[N:8][C:9]=2[O:10][CH2:11][CH:12]2[CH2:14][CH2:13]2)[CH2:3][CH2:2]1.Cl.[NH2:19][CH:20]([CH:25]1[CH2:27][CH2:26]1)[CH2:21][C:22]([NH2:24])=[O:23]. Given the product [C:22]([CH2:21][CH:20]([NH:19][C:15]([C:7]1[CH:6]=[CH:5][C:4]([CH:1]2[CH2:2][CH2:3]2)=[C:9]([O:10][CH2:11][CH:12]2[CH2:13][CH2:14]2)[N:8]=1)=[O:17])[CH:25]1[CH2:27][CH2:26]1)(=[O:23])[NH2:24], predict the reactants needed to synthesize it. (3) Given the product [F:1][C:2]1[C:3](=[O:41])[N:4]([CH2:16][CH2:17][CH:18]([F:40])[CH2:19][N:20]2[CH:24]=[C:23]([C:25](=[O:39])[NH:26][CH2:27][C:28]3[CH:33]=[CH:32][CH:31]=[C:30]([O:34][C:35]([F:38])([F:36])[F:37])[CH:29]=3)[N:22]=[N:21]2)[CH:5]=[CH:6][C:7]=1[NH:8][C:9](=[O:15])[C:10]([O-:12])=[O:11].[Li+:43], predict the reactants needed to synthesize it. The reactants are: [F:1][C:2]1[C:3](=[O:41])[N:4]([CH2:16][CH2:17][CH:18]([F:40])[CH2:19][N:20]2[CH:24]=[C:23]([C:25](=[O:39])[NH:26][CH2:27][C:28]3[CH:33]=[CH:32][CH:31]=[C:30]([O:34][C:35]([F:38])([F:37])[F:36])[CH:29]=3)[N:22]=[N:21]2)[CH:5]=[CH:6][C:7]=1[NH:8][C:9](=[O:15])[C:10]([O:12]CC)=[O:11].[OH-].[Li+:43].